Task: Predict the product of the given reaction.. Dataset: Forward reaction prediction with 1.9M reactions from USPTO patents (1976-2016) (1) Given the reactants [NH2:1][C:2]1[S:3][CH:4]=[CH:5][C:6]=1[C:7]([NH2:9])=[O:8].C(=O)([O-])[O-].[K+].[K+].C1(P(C2CCCCC2)C2C=CC=CC=2C2C(C(C)C)=CC(C(C)C)=CC=2C(C)C)CCCCC1.Br[C:51]1[CH:56]=[CH:55][CH:54]=[C:53]([CH3:57])[N:52]=1, predict the reaction product. The product is: [CH3:57][C:53]1[N:52]=[C:51]([NH:1][C:2]2[S:3][CH:4]=[CH:5][C:6]=2[C:7]([NH2:9])=[O:8])[CH:56]=[CH:55][CH:54]=1. (2) Given the reactants [Br:1][C:2]1[CH:9]=[CH:8][C:5]([C:6]#[N:7])=[C:4]([O:10]C)[CH:3]=1.[Cl-].[Al+3].[Cl-].[Cl-], predict the reaction product. The product is: [Br:1][C:2]1[CH:9]=[CH:8][C:5]([C:6]#[N:7])=[C:4]([OH:10])[CH:3]=1. (3) Given the reactants [Cl:1][C:2]1[CH:3]=[C:4]([NH:9][C:10](=[O:19])[CH2:11][NH:12][C:13]2[CH:18]=[CH:17][CH:16]=[CH:15][CH:14]=2)[CH:5]=[CH:6][C:7]=1[Cl:8].[F:20][C:21]([F:32])([F:31])[C:22]1[CH:23]=[C:24]([CH:28]=[CH:29][CH:30]=1)[C:25](Cl)=[O:26], predict the reaction product. The product is: [Cl:1][C:2]1[CH:3]=[C:4]([NH:9][C:10]([CH2:11][N:12]([C:13]2[CH:14]=[CH:15][CH:16]=[CH:17][CH:18]=2)[C:25](=[O:26])[C:24]2[CH:28]=[CH:29][CH:30]=[C:22]([C:21]([F:20])([F:31])[F:32])[CH:23]=2)=[O:19])[CH:5]=[CH:6][C:7]=1[Cl:8]. (4) The product is: [Br:10][C:4]1[N:3]=[C:2]([C:27]#[C:26][CH2:25][CH:22]2[CH2:23][O:24][C@@H:18]3[C@H:17]([O:16][Si:15]([C:11]([CH3:14])([CH3:13])[CH3:12])([CH3:29])[CH3:28])[CH2:21][O:20][C@H:19]23)[C:7]([NH2:8])=[CH:6][C:5]=1[Cl:9]. Given the reactants Br[C:2]1[C:7]([NH2:8])=[CH:6][C:5]([Cl:9])=[C:4]([Br:10])[N:3]=1.[C:11]([Si:15]([CH3:29])([CH3:28])[O:16][C@@H:17]1[CH2:21][O:20][C@@H:19]2[CH:22]([CH2:25][C:26]#[CH:27])[CH2:23][O:24][C@H:18]12)([CH3:14])([CH3:13])[CH3:12].C(N(CC)CC)C, predict the reaction product. (5) Given the reactants Cl[C:2]1[N:7]=[C:6]([NH:8][C:9]2[N:14]=[CH:13][C:12]3[N:15]=[C:16]([CH3:21])[N:17]([CH:18]([CH3:20])[CH3:19])[C:11]=3[CH:10]=2)[CH:5]=[CH:4][N:3]=1.[CH2:22]([O:24][C:25](=[O:32])[C:26]([CH2:30][NH2:31])([CH3:29])[CH2:27][CH3:28])[CH3:23].C(N(CC)C(C)C)(C)C, predict the reaction product. The product is: [CH2:22]([O:24][C:25](=[O:32])[C:26]([CH2:30][NH:31][C:2]1[N:7]=[C:6]([NH:8][C:9]2[N:14]=[CH:13][C:12]3[N:15]=[C:16]([CH3:21])[N:17]([CH:18]([CH3:20])[CH3:19])[C:11]=3[CH:10]=2)[CH:5]=[CH:4][N:3]=1)([CH3:29])[CH2:27][CH3:28])[CH3:23]. (6) Given the reactants [CH3:1][C:2]1[NH:6][N:5]=[C:4]([C:7]([O:9][CH2:10][CH3:11])=[O:8])[CH:3]=1.[Cl:12]N1C(=O)CCC1=O, predict the reaction product. The product is: [CH2:10]([O:9][C:7]([C:4]1[C:3]([Cl:12])=[C:2]([CH3:1])[NH:6][N:5]=1)=[O:8])[CH3:11]. (7) The product is: [F:18][C:3]([F:2])([F:17])[C:4]1[CH:5]=[C:6]([N:10]2[CH2:15][C@@H:14]3[CH2:16][C@H:11]2[CH2:12][N:13]3[C:29]2[N:30]=[CH:31][C:32]([C:35]([O:37][CH2:38][CH3:39])=[O:36])=[CH:33][N:34]=2)[CH:7]=[CH:8][CH:9]=1. Given the reactants [Cl-].[F:2][C:3]([F:18])([F:17])[C:4]1[CH:5]=[C:6]([N:10]2[CH2:15][C@@H:14]3[CH2:16][C@H:11]2[CH2:12][NH2+:13]3)[CH:7]=[CH:8][CH:9]=1.C(=O)([O-])[O-].[Cs+].[Cs+].CS([C:29]1[N:34]=[CH:33][C:32]([C:35]([O:37][CH2:38][CH3:39])=[O:36])=[CH:31][N:30]=1)(=O)=O, predict the reaction product.